Predict the reactants needed to synthesize the given product. From a dataset of Full USPTO retrosynthesis dataset with 1.9M reactions from patents (1976-2016). (1) Given the product [ClH:1].[Cl:1][C:2]1[C:11]2[NH:10][C:9](=[O:12])[C:8]3[S:13][CH:14]=[CH:15][C:7]=3[C:6]=2[C:5]([C:16]2[CH:21]=[CH:20][C:19]([C@@H:22]([NH:24][CH3:25])[CH3:23])=[CH:18][CH:17]=2)=[C:4]([OH:33])[CH:3]=1, predict the reactants needed to synthesize it. The reactants are: [Cl:1][C:2]1[C:11]2[NH:10][C:9](=[O:12])[C:8]3[S:13][CH:14]=[CH:15][C:7]=3[C:6]=2[C:5]([C:16]2[CH:21]=[CH:20][C:19]([C@@H:22]([N:24](C)[C:25](=O)OC(C)(C)C)[CH3:23])=[CH:18][CH:17]=2)=[C:4]([O:33]C)[CH:3]=1.BrB(Br)Br. (2) The reactants are: [CH2:1]([O:3][C:4]1[C:9]([C:10](=[O:13])[NH:11][CH3:12])=[CH:8][N:7]=[C:6]([CH2:14][NH:15][C:16]([NH:18][C:19]([O:21][CH2:22][CH:23]2[C:35]3[CH:34]=[CH:33][CH:32]=[CH:31][C:30]=3[C:29]3[C:24]2=[CH:25][CH:26]=[CH:27][CH:28]=3)=[O:20])=S)[CH:5]=1)[CH3:2]. Given the product [CH2:1]([O:3][C:4]1[C:9]([C:10](=[O:13])[NH:11][CH3:12])=[CH:8][N:7]2[C:16](=[N:18][C:19](=[O:20])[O:21][CH2:22][CH:23]3[C:35]4[CH:34]=[CH:33][CH:32]=[CH:31][C:30]=4[C:29]4[C:24]3=[CH:25][CH:26]=[CH:27][CH:28]=4)[NH:15][CH:14]=[C:6]2[CH:5]=1)[CH3:2], predict the reactants needed to synthesize it. (3) Given the product [CH3:22][C@:16]12[CH2:15][C:13](=[O:14])[C@H:12]3[C@@H:11]([CH:10]=[CH:9][C:8]4[C@:2]3([CH3:1])[CH2:3][CH2:4][C:5](=[O:6])[CH:7]=4)[C@@H:17]1[CH2:18][CH2:19][C:20]2=[O:21], predict the reactants needed to synthesize it. The reactants are: [CH3:1][C@@:2]12[C@H:12]3[C:13]([CH2:15][C@:16]4([CH3:22])[C:20](=[O:21])[CH2:19][CH2:18][C@H:17]4[C@@H:11]3[CH2:10][CH2:9][C:8]1=[CH:7][C:5](=[O:6])[CH2:4][CH2:3]2)=[O:14]. (4) Given the product [C:1]([CH2:4][N:5]([CH3:50])[C:6]([C:8]1[N:9]=[C:10]([N:13]2[CH2:16][CH:15]([S:17][C:18]3[C@H:19]([CH3:49])[C@@H:20]4[C@@H:37]([C@H:38]([OH:40])[CH3:39])[C:36](=[O:48])[N:21]4[C:22]=3[C:23]([O:25][CH2:26][C:27]3[CH:32]=[CH:31][C:30]([N+:33]([O-:35])=[O:34])=[CH:29][CH:28]=3)=[O:24])[CH2:14]2)[S:11][CH:12]=1)=[O:7])(=[O:3])[NH2:2], predict the reactants needed to synthesize it. The reactants are: [C:1]([CH2:4][N:5]([CH3:50])[C:6]([C:8]1[N:9]=[C:10]([N:13]2[CH2:16][CH:15]([S:17][C:18]3[C@H:19]([CH3:49])[C@@H:20]4[C@@H:37]([C@H:38]([O:40][Si](C(C)(C)C)(C)C)[CH3:39])[C:36](=[O:48])[N:21]4[C:22]=3[C:23]([O:25][CH2:26][C:27]3[CH:32]=[CH:31][C:30]([N+:33]([O-:35])=[O:34])=[CH:29][CH:28]=3)=[O:24])[CH2:14]2)[S:11][CH:12]=1)=[O:7])(=[O:3])[NH2:2].C(O)(=O)C.[F-].C([N+](CCCC)(CCCC)CCCC)CCC.C(=O)([O-])O.[Na+]. (5) Given the product [C:1]([NH:24][C@@H:25]([CH2:30][CH2:31][CH2:32][CH2:33][NH:34][C:35](=[O:57])[CH2:36][CH2:37]/[CH:38]=[CH:39]\[CH2:40]/[CH:41]=[CH:42]\[CH2:43]/[CH:44]=[CH:45]\[CH2:46]/[CH:47]=[CH:48]\[CH2:49]/[CH:50]=[CH:51]\[CH2:52]/[CH:53]=[CH:54]\[CH2:55][CH3:56])[C:26]([OH:28])=[O:27])(=[O:23])[CH2:2][CH2:3]/[CH:4]=[CH:5]\[CH2:6]/[CH:7]=[CH:8]\[CH2:9]/[CH:10]=[CH:11]\[CH2:12]/[CH:13]=[CH:14]\[CH2:15]/[CH:16]=[CH:17]\[CH2:18]/[CH:19]=[CH:20]\[CH2:21][CH3:22], predict the reactants needed to synthesize it. The reactants are: [C:1]([NH:24][C@@H:25]([CH2:30][CH2:31][CH2:32][CH2:33][NH:34][C:35](=[O:57])[CH2:36][CH2:37]/[CH:38]=[CH:39]\[CH2:40]/[CH:41]=[CH:42]\[CH2:43]/[CH:44]=[CH:45]\[CH2:46]/[CH:47]=[CH:48]\[CH2:49]/[CH:50]=[CH:51]\[CH2:52]/[CH:53]=[CH:54]\[CH2:55][CH3:56])[C:26]([O:28]C)=[O:27])(=[O:23])[CH2:2][CH2:3]/[CH:4]=[CH:5]\[CH2:6]/[CH:7]=[CH:8]\[CH2:9]/[CH:10]=[CH:11]\[CH2:12]/[CH:13]=[CH:14]\[CH2:15]/[CH:16]=[CH:17]\[CH2:18]/[CH:19]=[CH:20]\[CH2:21][CH3:22].[OH-].[Na+].Cl. (6) Given the product [CH2:32]([NH:34][CH2:30][C:14]1[N:13]2[C:8]([N:5]3[CH2:4][CH2:3][N:2]([CH3:1])[CH2:7][CH2:6]3)=[CH:9][CH:10]=[CH:11][C:12]2=[N:16][C:15]=1[CH2:17][N:18]([CH3:29])[C@@H:19]1[C:28]2[N:27]=[CH:26][CH:25]=[CH:24][C:23]=2[CH2:22][CH2:21][CH2:20]1)[CH3:33], predict the reactants needed to synthesize it. The reactants are: [CH3:1][N:2]1[CH2:7][CH2:6][N:5]([C:8]2[N:13]3[C:14]([CH:30]=O)=[C:15]([CH2:17][N:18]([CH3:29])[C@@H:19]4[C:28]5[N:27]=[CH:26][CH:25]=[CH:24][C:23]=5[CH2:22][CH2:21][CH2:20]4)[N:16]=[C:12]3[CH:11]=[CH:10][CH:9]=2)[CH2:4][CH2:3]1.[CH2:32]([NH2:34])[CH3:33]. (7) Given the product [O:58]=[C:57]([N:2]1[CH2:5][CH:4]([O:6][CH2:7][C:8]2[S:12][CH:11]=[N:10][CH:9]=2)[CH2:3]1)/[CH:56]=[CH:55]/[C:50]1[CH:49]=[C:48]2[C:53](=[N:52][CH:51]=1)[NH:54][C:45](=[O:44])[CH2:46][CH2:47]2, predict the reactants needed to synthesize it. The reactants are: Cl.[NH:2]1[CH2:5][CH:4]([O:6][CH2:7][C:8]2[S:12][CH:11]=[N:10][CH:9]=2)[CH2:3]1.CCN=C=NCCCN(C)C.C1C=CC2N(O)N=NC=2C=1.C(N(C(C)C)CC)(C)C.Cl.[O:44]=[C:45]1[NH:54][C:53]2[N:52]=[CH:51][C:50](/[CH:55]=[CH:56]/[C:57](O)=[O:58])=[CH:49][C:48]=2[CH2:47][CH2:46]1. (8) Given the product [OH:13][CH2:14][CH2:15][O:16][C:17]1[C:24]([CH3:25])=[CH:23][C:20]([C:21]2[NH:6][C:4](=[O:5])[C:3]3[C:2](=[CH:10][C:9]([O:11][CH3:12])=[CH:8][CH:7]=3)[N:1]=2)=[CH:19][C:18]=1[CH3:26], predict the reactants needed to synthesize it. The reactants are: [NH2:1][C:2]1[CH:10]=[C:9]([O:11][CH3:12])[CH:8]=[CH:7][C:3]=1[C:4]([NH2:6])=[O:5].[OH:13][CH2:14][CH2:15][O:16][C:17]1[C:24]([CH3:25])=[CH:23][C:20]([CH:21]=O)=[CH:19][C:18]=1[CH3:26].OS([O-])=O.[Na+].CC1C=CC(S(O)(=O)=O)=CC=1. (9) Given the product [CH3:24][S:25]([C:28]1[CH:37]=[C:36]2[C:31]([CH2:32][CH2:33][CH2:34][N:35]2[C:2]2[C:6]3[CH2:7][N:8]([C:11]([O:13][C:14]([CH3:17])([CH3:16])[CH3:15])=[O:12])[CH2:9][CH2:10][C:5]=3[N:4]([CH:18]3[CH2:23][CH2:22][O:21][CH2:20][CH2:19]3)[N:3]=2)=[CH:30][CH:29]=1)(=[O:27])=[O:26], predict the reactants needed to synthesize it. The reactants are: Br[C:2]1[C:6]2[CH2:7][N:8]([C:11]([O:13][C:14]([CH3:17])([CH3:16])[CH3:15])=[O:12])[CH2:9][CH2:10][C:5]=2[N:4]([CH:18]2[CH2:23][CH2:22][O:21][CH2:20][CH2:19]2)[N:3]=1.[CH3:24][S:25]([C:28]1[CH:37]=[C:36]2[C:31]([CH2:32][CH2:33][CH2:34][NH:35]2)=[CH:30][CH:29]=1)(=[O:27])=[O:26].C1(P(C2CCCCC2)C2C=CC=CC=2C2C(OC(C)C)=CC=CC=2OC(C)C)CCCCC1.C(O[Na])(C)(C)C.